This data is from Full USPTO retrosynthesis dataset with 1.9M reactions from patents (1976-2016). The task is: Predict the reactants needed to synthesize the given product. (1) Given the product [CH3:1][N:2]([CH3:8])[C@@H:3]1[CH2:7][CH2:6][N:5]([C:10]2[C:15]([N+:16]([O-:18])=[O:17])=[CH:14][C:13]([NH:19][C:20]3[N:25]=[C:24]([C:26]4[C:34]5[C:29](=[CH:30][CH:31]=[CH:32][CH:33]=5)[N:28]([CH3:35])[CH:27]=4)[CH:23]=[CH:22][N:21]=3)=[C:12]([O:36][CH3:37])[CH:11]=2)[CH2:4]1, predict the reactants needed to synthesize it. The reactants are: [CH3:1][N:2]([CH3:8])[C@@H:3]1[CH2:7][CH2:6][NH:5][CH2:4]1.F[C:10]1[C:15]([N+:16]([O-:18])=[O:17])=[CH:14][C:13]([NH:19][C:20]2[N:25]=[C:24]([C:26]3[C:34]4[C:29](=[CH:30][CH:31]=[CH:32][CH:33]=4)[N:28]([CH3:35])[CH:27]=3)[CH:23]=[CH:22][N:21]=2)=[C:12]([O:36][CH3:37])[CH:11]=1.ClC1C(C2C3C(=CC=CC=3)N(C)C=2)=NC(NC2C=C([N+]([O-])=O)C(F)=CC=2OC)=NC=1. (2) The reactants are: [C:1]([CH:3]([CH:7]1[C:11]([Cl:12])=[C:10](Cl)C(=O)O1)[C:4]([NH2:6])=[O:5])#[N:2].Cl.[F:16][C:17]1[CH:18]=[C:19]([CH:23]([NH2:25])[CH3:24])[CH:20]=[CH:21][CH:22]=1.C(N(CC)CC)C. Given the product [ClH:12].[Cl:12][C:11]1[CH:7]=[C:3]([C:4]([NH2:6])=[O:5])[C:1](=[NH:2])[N:25]([CH:23]([C:19]2[CH:20]=[CH:21][CH:22]=[C:17]([F:16])[CH:18]=2)[CH3:24])[CH:10]=1, predict the reactants needed to synthesize it. (3) Given the product [Cl:1][C:2]1[C:7]([NH:8][C:24]2[CH:23]=[CH:22][CH:21]=[C:20]([S:17]([CH3:16])(=[O:19])=[O:18])[CH:25]=2)=[CH:6][C:5]([C:9]2[C:10]([CH3:15])=[N:11][O:12][C:13]=2[CH3:14])=[CH:4][N:3]=1, predict the reactants needed to synthesize it. The reactants are: [Cl:1][C:2]1[C:7]([NH2:8])=[CH:6][C:5]([C:9]2[C:10]([CH3:15])=[N:11][O:12][C:13]=2[CH3:14])=[CH:4][N:3]=1.[CH3:16][S:17]([C:20]1[CH:21]=[C:22](B(O)O)[CH:23]=[CH:24][CH:25]=1)(=[O:19])=[O:18]. (4) Given the product [Cl:1][C:2]1[CH:7]=[C:6]([F:8])[CH:5]=[CH:4][C:3]=1[C@H:9]1[C:14]([C:15]([O:17][CH2:18][CH3:19])=[O:16])=[C:13]([CH2:20][Br:33])[NH:12][C:11]([C:21]2[S:22][CH:23]=[CH:24][N:25]=2)=[N:10]1, predict the reactants needed to synthesize it. The reactants are: [Cl:1][C:2]1[CH:7]=[C:6]([F:8])[CH:5]=[CH:4][C:3]=1[C@H:9]1[C:14]([C:15]([O:17][CH2:18][CH3:19])=[O:16])=[C:13]([CH3:20])[NH:12][C:11]([C:21]2[S:22][CH:23]=[CH:24][N:25]=2)=[N:10]1.C1C(=O)N([Br:33])C(=O)C1. (5) Given the product [CH3:1][O:2][C:3]1[CH:4]=[C:5]([CH:16]=[CH:17][C:18]=1[O:19][CH3:20])[O:6][C:7]1[CH:8]=[CH:9][C:10]([NH2:13])=[CH:11][CH:12]=1, predict the reactants needed to synthesize it. The reactants are: [CH3:1][O:2][C:3]1[CH:4]=[C:5]([CH:16]=[CH:17][C:18]=1[O:19][CH3:20])[O:6][C:7]1[CH:12]=[CH:11][C:10]([N+:13]([O-])=O)=[CH:9][CH:8]=1. (6) Given the product [CH3:28][S:25]([NH:24][C:22]([C:18]1[CH:17]=[C:16]([CH:21]=[CH:20][CH:19]=1)[C:15]([NH:14][CH2:13][C@H:11]1[CH2:10][C@@H:9]([C:30]([N:32]2[CH2:36][CH2:35][S:34][CH2:33]2)=[O:31])[NH:8][CH2:12]1)=[O:29])=[O:23])(=[O:26])=[O:27], predict the reactants needed to synthesize it. The reactants are: C(OC([N:8]1[CH2:12][C@@H:11]([CH2:13][NH:14][C:15](=[O:29])[C:16]2[CH:21]=[CH:20][CH:19]=[C:18]([C:22]([NH:24][S:25]([CH3:28])(=[O:27])=[O:26])=[O:23])[CH:17]=2)[CH2:10][C@H:9]1[C:30]([N:32]1[CH2:36][CH2:35][S:34][CH2:33]1)=[O:31])=O)(C)(C)C.Cl.O1CCOCC1.